This data is from Catalyst prediction with 721,799 reactions and 888 catalyst types from USPTO. The task is: Predict which catalyst facilitates the given reaction. Reactant: [CH3:1][C:2]1[O:3][C:4]([CH:7]=[CH:8][N+:9]([O-])=O)=[CH:5][CH:6]=1.[H-].[Al+3].[Li+].[H-].[H-].[H-]. Product: [CH3:1][C:2]1[O:3][C:4]([CH2:7][CH2:8][NH2:9])=[CH:5][CH:6]=1. The catalyst class is: 1.